The task is: Predict the reactants needed to synthesize the given product.. This data is from Full USPTO retrosynthesis dataset with 1.9M reactions from patents (1976-2016). (1) The reactants are: O[CH2:2][C:3]1[CH:8]=[CH:7][C:6]([O:9][C:10](=[O:19])[N:11]([CH3:18])[C:12]2[CH:17]=[CH:16][CH:15]=[CH:14][CH:13]=2)=[CH:5][CH:4]=1.[OH:20][C:21]1[CH:26]=[CH:25][CH:24]=[CH:23][N:22]=1. Given the product [O:20]=[C:21]1[CH:26]=[CH:25][CH:24]=[CH:23][N:22]1[CH2:2][C:3]1[CH:8]=[CH:7][C:6]([O:9][C:10](=[O:19])[N:11]([CH3:18])[C:12]2[CH:17]=[CH:16][CH:15]=[CH:14][CH:13]=2)=[CH:5][CH:4]=1, predict the reactants needed to synthesize it. (2) Given the product [CH3:1][O:2][C:3](=[O:12])[CH2:4][C:5]1[CH:10]=[CH:9][CH:8]=[C:7]([B:13]2[O:17][C:16]([CH3:19])([CH3:18])[C:15]([CH3:21])([CH3:20])[O:14]2)[CH:6]=1, predict the reactants needed to synthesize it. The reactants are: [CH3:1][O:2][C:3](=[O:12])[CH2:4][C:5]1[CH:10]=[CH:9][CH:8]=[C:7](Br)[CH:6]=1.[B:13]1([B:13]2[O:17][C:16]([CH3:19])([CH3:18])[C:15]([CH3:21])([CH3:20])[O:14]2)[O:17][C:16]([CH3:19])([CH3:18])[C:15]([CH3:21])([CH3:20])[O:14]1. (3) Given the product [CH:7]1([C:13]2[N:14]([CH2:2][C:3]([OH:5])=[O:4])[CH:15]=[C:16]([C:18]3[CH:23]=[CH:22][C:21]([F:24])=[C:20]([CH3:25])[CH:19]=3)[N:17]=2)[CH2:8][CH2:9][CH2:10][CH2:11][CH2:12]1, predict the reactants needed to synthesize it. The reactants are: Br[CH2:2][C:3]([O:5]C)=[O:4].[CH:7]1([C:13]2[NH:14][CH:15]=[C:16]([C:18]3[CH:23]=[CH:22][C:21]([F:24])=[C:20]([CH3:25])[CH:19]=3)[N:17]=2)[CH2:12][CH2:11][CH2:10][CH2:9][CH2:8]1.C(=O)([O-])[O-].[K+].[K+]. (4) The reactants are: [CH3:1][C:2]1[CH:7]=[CH:6][C:5]([S:8]([O:11][CH2:12][CH:13]2[CH2:17][C:16]3[CH:18]=[C:19]([Cl:26])[C:20]([CH2:23][CH:24]=[CH2:25])=[C:21]([OH:22])[C:15]=3[O:14]2)(=[O:10])=[O:9])=[CH:4][CH:3]=1.C(N(C(C)C)CC)(C)C.[F:36][C:37]([F:50])([F:49])[S:38](O[S:38]([C:37]([F:50])([F:49])[F:36])(=[O:40])=[O:39])(=[O:40])=[O:39].FC(F)(F)S(OC1C(OC)=CC(Cl)=CC=1CC=C)(=O)=O. Given the product [CH3:1][C:2]1[CH:7]=[CH:6][C:5]([S:8]([O:11][CH2:12][CH:13]2[CH2:17][C:16]3[CH:18]=[C:19]([Cl:26])[C:20]([CH2:23][CH:24]=[CH2:25])=[C:21]([O:22][S:38]([C:37]([F:50])([F:49])[F:36])(=[O:40])=[O:39])[C:15]=3[O:14]2)(=[O:9])=[O:10])=[CH:4][CH:3]=1, predict the reactants needed to synthesize it. (5) Given the product [Br:34][C:21]1[O:20][C:19]([CH:6]([O:7][C:8]2[C:9]([F:18])=[C:10]([C:11]([F:14])=[CH:12][CH:13]=2)[C:15]([NH2:16])=[O:17])[CH2:5][OH:4])=[N:23][C:22]=1[C:24]1[CH:29]=[CH:28][C:27]([C:30]([F:31])([F:32])[F:33])=[CH:26][CH:25]=1, predict the reactants needed to synthesize it. The reactants are: C([O:4][CH2:5][CH:6]([C:19]1[O:20][C:21]([Br:34])=[C:22]([C:24]2[CH:29]=[CH:28][C:27]([C:30]([F:33])([F:32])[F:31])=[CH:26][CH:25]=2)[N:23]=1)[O:7][C:8]1[CH:13]=[CH:12][C:11]([F:14])=[C:10]([C:15](=[O:17])[NH2:16])[C:9]=1[F:18])(=O)C.C([O-])([O-])=O.[K+].[K+].